From a dataset of Full USPTO retrosynthesis dataset with 1.9M reactions from patents (1976-2016). Predict the reactants needed to synthesize the given product. (1) The reactants are: C([O:8][C:9]1[N:14]=[CH:13][N:12]=[C:11]([NH:15][C:16]([C:18]2[N:22]3[N:23]=[C:24](Cl)[CH:25]=[C:26]([NH:27][CH:28]4[CH2:30][CH2:29]4)[C:21]3=[N:20][CH:19]=2)=[O:17])[CH:10]=1)C1C=CC=CC=1.[C@H:32]1([NH2:39])[CH2:37][CH2:36][C@H:35]([NH2:38])[CH2:34][CH2:33]1. Given the product [NH2:38][C@H:35]1[CH2:36][CH2:37][C@H:32]([NH:39][C:24]2[CH:25]=[C:26]([NH:27][CH:28]3[CH2:29][CH2:30]3)[C:21]3[N:22]([C:18]([C:16]([NH:15][C:11]4[CH:10]=[C:9]([OH:8])[N:14]=[CH:13][N:12]=4)=[O:17])=[CH:19][N:20]=3)[N:23]=2)[CH2:33][CH2:34]1, predict the reactants needed to synthesize it. (2) Given the product [CH3:16][O:15][CH2:14][CH2:13][O:12][C:9]1[CH:10]=[C:11]2[C:2]([NH:22][C:23]3[CH:28]=[CH:27][CH:26]=[C:25]([C:29]#[CH:30])[CH:24]=3)=[N:3][CH:4]=[N:5][C:6]2=[CH:7][C:8]=1[O:17][CH2:18][CH2:19][O:20][CH3:21].[ClH:1], predict the reactants needed to synthesize it. The reactants are: [Cl:1][C:2]1[C:11]2[C:6](=[CH:7][C:8]([O:17][CH2:18][CH2:19][O:20][CH3:21])=[C:9]([O:12][CH2:13][CH2:14][O:15][CH3:16])[CH:10]=2)[N:5]=[CH:4][N:3]=1.[NH2:22][C:23]1[CH:24]=[C:25]([C:29]#[CH:30])[CH:26]=[CH:27][CH:28]=1.CS(O)(=O)=O. (3) Given the product [CH:33]1([C:32]2[C:13]([N:8]([C:5]3[CH:6]=[CH:7][C:2]([B:44]([OH:48])[OH:45])=[C:3]([CH:36]([F:37])[F:38])[CH:4]=3)[S:9]([CH3:12])(=[O:11])=[O:10])=[CH:14][C:15]3[O:19][C:18]([C:20]4[CH:21]=[CH:22][C:23]([F:26])=[CH:24][CH:25]=4)=[C:17]([C:27](=[O:28])[NH:29][CH3:30])[C:16]=3[CH:31]=2)[CH2:34][CH2:35]1, predict the reactants needed to synthesize it. The reactants are: Br[C:2]1[CH:7]=[CH:6][C:5]([N:8]([C:13]2[C:32]([CH:33]3[CH2:35][CH2:34]3)=[CH:31][C:16]3[C:17]([C:27]([NH:29][CH3:30])=[O:28])=[C:18]([C:20]4[CH:25]=[CH:24][C:23]([F:26])=[CH:22][CH:21]=4)[O:19][C:15]=3[CH:14]=2)[S:9]([CH3:12])(=[O:11])=[O:10])=[CH:4][C:3]=1[CH:36]([F:38])[F:37].C([O-])(=O)C.[K+].[B:44]1(B2OC(C)(C)C(C)(C)O2)[O:48]C(C)(C)C(C)(C)[O:45]1. (4) Given the product [F:1][C:2]([F:14])([F:15])[C:3]1[C:8]([C:9]([F:11])([F:12])[F:10])=[CH:7][CH:6]=[CH:5][C:4]=1[NH:13][C:35]([NH:24][CH2:23][C:22]1[C:17]([F:16])=[N:18][CH:19]=[CH:20][CH:21]=1)=[S:36], predict the reactants needed to synthesize it. The reactants are: [F:1][C:2]([F:15])([F:14])[C:3]1[C:8]([C:9]([F:12])([F:11])[F:10])=[CH:7][CH:6]=[CH:5][C:4]=1[NH2:13].[F:16][C:17]1[C:22]([CH2:23][NH2:24])=[CH:21][CH:20]=[CH:19][N:18]=1.ClC1C(Cl)=CC=CC1(N=[C:35]=[S:36])F. (5) The reactants are: [Br-:1].[Br-].[Br-].C([N+](CCCC)(CCCC)CCCC)CCC.C([N+](CCCC)(CCCC)CCCC)CCC.C([N+](CCCC)(CCCC)CCCC)CCC.[F:55][C:56]1[CH:61]=[CH:60][C:59]([C@H:62]([NH:64][C:65]([C@H:67]2[CH2:72][CH2:71][C@H:70]([NH:73][S:74]([C:77]3[CH:82]=[CH:81][C:80]([C:83](=[O:85])[CH3:84])=[CH:79][CH:78]=3)(=[O:76])=[O:75])[CH2:69][CH2:68]2)=[O:66])[CH3:63])=[CH:58][CH:57]=1. Given the product [F:55][C:56]1[CH:61]=[CH:60][C:59]([C@H:62]([NH:64][C:65]([C@H:67]2[CH2:68][CH2:69][C@H:70]([NH:73][S:74]([C:77]3[CH:78]=[CH:79][C:80]([C:83](=[O:85])[CH2:84][Br:1])=[CH:81][CH:82]=3)(=[O:75])=[O:76])[CH2:71][CH2:72]2)=[O:66])[CH3:63])=[CH:58][CH:57]=1, predict the reactants needed to synthesize it. (6) Given the product [CH2:1]([O:8][C:9]1[N:14]=[C:13]2[NH:15][CH:17]=[N:16][C:12]2=[CH:11][CH:10]=1)[C:2]1[CH:3]=[CH:4][CH:5]=[CH:6][CH:7]=1, predict the reactants needed to synthesize it. The reactants are: [CH2:1]([O:8][C:9]1[N:14]=[C:13]([NH2:15])[C:12]([NH2:16])=[CH:11][CH:10]=1)[C:2]1[CH:7]=[CH:6][CH:5]=[CH:4][CH:3]=1.[CH:17](OC)(OC)OC.